From a dataset of Catalyst prediction with 721,799 reactions and 888 catalyst types from USPTO. Predict which catalyst facilitates the given reaction. (1) Reactant: [NH:1]1[CH2:6][CH2:5][CH:4]([N:7]2[CH2:13][CH2:12][C:11]3[CH:14]=[CH:15][CH:16]=[CH:17][C:10]=3[NH:9][C:8]2=[O:18])[CH2:3][CH2:2]1.Cl[C:20]1[N:25]=[CH:24][N:23]=[C:22]([C:26]([C:28]2[CH:38]=[C:37]([CH3:39])[C:31]3[N:32]([CH3:36])[C:33](=[O:35])[O:34][C:30]=3[CH:29]=2)=[O:27])[CH:21]=1.CCN(C(C)C)C(C)C. Product: [CH3:36][N:32]1[C:31]2[C:37]([CH3:39])=[CH:38][C:28]([C:26]([C:22]3[N:23]=[CH:24][N:25]=[C:20]([N:1]4[CH2:2][CH2:3][CH:4]([N:7]5[CH2:13][CH2:12][C:11]6[CH:14]=[CH:15][CH:16]=[CH:17][C:10]=6[NH:9][C:8]5=[O:18])[CH2:5][CH2:6]4)[CH:21]=3)=[O:27])=[CH:29][C:30]=2[O:34][C:33]1=[O:35]. The catalyst class is: 121. (2) Reactant: [OH:1][C:2]([C:8]1[CH:9]=[C:10]2[C:33](=[CH:34][CH:35]=1)[C:14]1=[N:15][O:16][C:17]([C:18]3[C:22]([C:23]([F:26])([F:25])[F:24])=[C:21]([C:27]4[CH:32]=[CH:31][CH:30]=[CH:29][CH:28]=4)[O:20][N:19]=3)=[C:13]1[CH2:12][CH2:11]2)([CH3:7])[C:3]([O:5]C)=[O:4]. Product: [OH:1][C:2]([C:8]1[CH:9]=[C:10]2[C:33](=[CH:34][CH:35]=1)[C:14]1=[N:15][O:16][C:17]([C:18]3[C:22]([C:23]([F:24])([F:26])[F:25])=[C:21]([C:27]4[CH:28]=[CH:29][CH:30]=[CH:31][CH:32]=4)[O:20][N:19]=3)=[C:13]1[CH2:12][CH2:11]2)([CH3:7])[C:3]([OH:5])=[O:4]. The catalyst class is: 89. (3) Reactant: [NH2:1][C:2]1[C:3]2[C:4]3[C:5](=[CH:13][N:14]([C@@H:16]4[O:22][C@H:21]([CH2:23][OH:24])[C@@H:19]([OH:20])[C@@:17]4([CH3:25])[OH:18])[N:15]=2)[CH:6]=[CH:7][C:8]=3[C:9](=[O:12])[NH:10][N:11]=1.[Si:26](Cl)([C:29]([CH3:32])([CH3:31])[CH3:30])([CH3:28])[CH3:27].N1C=CN=C1. Product: [NH2:1][C:2]1[C:3]2[C:4]3[C:5](=[CH:13][N:14]([C@@H:16]4[O:22][C@H:21]([CH2:23][O:24][Si:26]([C:29]([CH3:32])([CH3:31])[CH3:30])([CH3:28])[CH3:27])[C@@H:19]([OH:20])[C@@:17]4([CH3:25])[OH:18])[N:15]=2)[CH:6]=[CH:7][C:8]=3[C:9](=[O:12])[NH:10][N:11]=1. The catalyst class is: 3. (4) The catalyst class is: 27. Product: [ClH:39].[F:1][C:2]1[CH:7]=[CH:6][C:5]([C@H:8]2[C@@H:13]([O:14][C:15](=[O:31])[CH2:16][C:17]3[CH:18]=[C:19]([C:27]([F:29])([F:28])[F:30])[CH:20]=[C:21]([C:23]([F:24])([F:25])[F:26])[CH:22]=3)[O:12][CH2:11][CH2:10][N:9]2[CH2:32][C:33]2[CH:34]=[CH:35][CH:36]=[CH:37][CH:38]=2)=[CH:4][CH:3]=1. Reactant: [F:1][C:2]1[CH:7]=[CH:6][C:5]([C@H:8]2[C@@H:13]([O:14][C:15](=[O:31])[CH2:16][C:17]3[CH:22]=[C:21]([C:23]([F:26])([F:25])[F:24])[CH:20]=[C:19]([C:27]([F:30])([F:29])[F:28])[CH:18]=3)[O:12][CH2:11][CH2:10][N:9]2[CH2:32][C:33]2[CH:38]=[CH:37][CH:36]=[CH:35][CH:34]=2)=[CH:4][CH:3]=1.[ClH:39]. (5) Reactant: [O:1]=[CH:2][C@@H:3]([C@H:5]([C@@H:7]([C@@H:9]([CH2:11][OH:12])[OH:10])[OH:8])[OH:6])O.C(=O)(O)[O-].[NH4+].[NH2:18]C1C=C(C(O)=O)C(O)=CC=1.C(Cl)(Cl)Cl. Product: [C@@H:11]1([NH2:18])[O:12][C@H:3]([CH2:2][OH:1])[C@@H:5]([OH:6])[C@H:7]([OH:8])[C@H:9]1[OH:10]. The catalyst class is: 858. (6) Reactant: C([O:3][C:4](=[O:25])[C:5]([NH:21][C:22](=[O:24])[CH3:23])([CH2:11][C:12]1[CH:17]=[CH:16][C:15]([CH3:18])=[C:14]([O:19][CH3:20])[CH:13]=1)C(OCC)=O)C.[OH-].[K+]. The catalyst class is: 97. Product: [C:22]([NH:21][CH:5]([C:4]([OH:25])=[O:3])[CH2:11][C:12]1[CH:17]=[CH:16][C:15]([CH3:18])=[C:14]([O:19][CH3:20])[CH:13]=1)(=[O:24])[CH3:23].